The task is: Predict the reactants needed to synthesize the given product.. This data is from Full USPTO retrosynthesis dataset with 1.9M reactions from patents (1976-2016). (1) Given the product [Cl:1][C:2]1[CH:19]=[CH:18][C:5]2[N:6]=[C:7]([C:9]3[CH:10]=[CH:11][C:12]([C:13]([NH:51][CH:46]4[CH2:45][C:44]([CH3:52])([CH3:53])[N:43]([CH3:42])[C:48]([CH3:50])([CH3:49])[CH2:47]4)=[O:15])=[CH:16][CH:17]=3)[NH:8][C:4]=2[CH:3]=1, predict the reactants needed to synthesize it. The reactants are: [Cl:1][C:2]1[CH:19]=[CH:18][C:5]2[N:6]=[C:7]([C:9]3[CH:17]=[CH:16][C:12]([C:13]([OH:15])=O)=[CH:11][CH:10]=3)[NH:8][C:4]=2[CH:3]=1.ON1C2C=CC=CC=2N=N1.Cl.CN(C)CCCN=C=NCC.[CH3:42][N:43]1[C:48]([CH3:50])([CH3:49])[CH2:47][CH:46]([NH2:51])[CH2:45][C:44]1([CH3:53])[CH3:52]. (2) Given the product [CH2:18]([N:1]1[CH:5]=[CH:4][N:3]=[C:2]1[CH:6]=[O:7])[C:19]1[CH:24]=[CH:23][CH:22]=[CH:21][CH:20]=1, predict the reactants needed to synthesize it. The reactants are: [NH:1]1[CH:5]=[CH:4][N:3]=[C:2]1[CH:6]=[O:7].CC(C)=O.C(=O)([O-])[O-].[K+].[K+].[CH2:18](Br)[C:19]1[CH:24]=[CH:23][CH:22]=[CH:21][CH:20]=1.